Dataset: Forward reaction prediction with 1.9M reactions from USPTO patents (1976-2016). Task: Predict the product of the given reaction. Given the reactants [CH:1]1([CH:7]([NH:18][C:19]2[CH:20]=[CH:21][C:22]([C:25]([NH:27][CH2:28][CH2:29][C:30]([O:32]CC)=[O:31])=[O:26])=[N:23][CH:24]=2)[C:8]2[S:9][C:10]3[CH:17]=[CH:16][CH:15]=[CH:14][C:11]=3[C:12]=2[CH3:13])[CH2:6][CH2:5][CH2:4][CH2:3][CH2:2]1.O1CCCC1.[OH-].[Na+], predict the reaction product. The product is: [CH:1]1([CH:7]([NH:18][C:19]2[CH:20]=[CH:21][C:22]([C:25]([NH:27][CH2:28][CH2:29][C:30]([OH:32])=[O:31])=[O:26])=[N:23][CH:24]=2)[C:8]2[S:9][C:10]3[CH:17]=[CH:16][CH:15]=[CH:14][C:11]=3[C:12]=2[CH3:13])[CH2:6][CH2:5][CH2:4][CH2:3][CH2:2]1.